From a dataset of Forward reaction prediction with 1.9M reactions from USPTO patents (1976-2016). Predict the product of the given reaction. (1) Given the reactants [CH3:1][C:2]1([C:8]([C:10]2[C:18]3[C:13](=[N:14][CH:15]=[C:16]([C:19]4[CH:24]=[C:23]([O:25][CH3:26])[C:22]([O:27][CH3:28])=[C:21]([O:29][CH3:30])[CH:20]=4)[N:17]=3)[NH:12][CH:11]=2)=[O:9])[CH2:7][CH2:6][CH2:5][NH:4][CH2:3]1.N1(O)C2C=CC=CC=2N=N1.[C:41]([CH2:43][C:44](O)=[O:45])#[N:42].Cl.CN(C)CCCN=C=NCC.C(N(CC)CC)C, predict the reaction product. The product is: [CH3:1][C:2]1([C:8]([C:10]2[C:18]3[C:13](=[N:14][CH:15]=[C:16]([C:19]4[CH:24]=[C:23]([O:25][CH3:26])[C:22]([O:27][CH3:28])=[C:21]([O:29][CH3:30])[CH:20]=4)[N:17]=3)[NH:12][CH:11]=2)=[O:9])[CH2:7][CH2:6][CH2:5][N:4]([C:44](=[O:45])[CH2:43][C:41]#[N:42])[CH2:3]1. (2) Given the reactants [NH2:1][C:2]1[C:3]([Cl:12])=[C:4]([C:8]([Cl:11])=[CH:9][CH:10]=1)[C:5]([OH:7])=[O:6].C(N(CC)CC)C.[CH2:20]([S:23](Cl)(=[O:25])=[O:24])[CH2:21][CH3:22], predict the reaction product. The product is: [Cl:12][C:3]1[C:2]([NH:1][S:23]([CH2:20][CH2:21][CH3:22])(=[O:25])=[O:24])=[CH:10][CH:9]=[C:8]([Cl:11])[C:4]=1[C:5]([OH:7])=[O:6]. (3) The product is: [Cl:17][C:5]1[C:6]([NH:8][C:9]2[CH:13]=[C:12]([CH:14]3[CH2:16][CH2:15]3)[NH:11][N:10]=2)=[N:7][C:2]([NH:27][C@H:25]([C:22]2[CH:21]=[CH:20][C:19]([F:18])=[CH:24][N:23]=2)[CH3:26])=[N:3][CH:4]=1. Given the reactants Cl[C:2]1[N:7]=[C:6]([NH:8][C:9]2[CH:13]=[C:12]([CH:14]3[CH2:16][CH2:15]3)[NH:11][N:10]=2)[C:5]([Cl:17])=[CH:4][N:3]=1.[F:18][C:19]1[CH:20]=[CH:21][C:22]([C@@H:25]([NH2:27])[CH3:26])=[N:23][CH:24]=1.CCN(C(C)C)C(C)C, predict the reaction product. (4) Given the reactants O1CCO[CH:2]1[CH2:6][CH2:7][CH2:8][NH:9][CH:10](C)[CH2:11][CH2:12][NH2:13].Cl.[OH-].[Na+], predict the reaction product. The product is: [N:9]12[CH2:2][CH2:6][CH2:7][CH:8]1[NH:13][CH2:12][CH2:11][CH2:10]2. (5) Given the reactants [F:1][C:2]1[CH:7]=[CH:6][CH:5]=[C:4]([F:8])[C:3]=1[C:9]([F:12])([F:11])[F:10].[Br:13]Br, predict the reaction product. The product is: [Br:13][C:5]1[CH:6]=[CH:7][C:2]([F:1])=[C:3]([C:9]([F:12])([F:10])[F:11])[C:4]=1[F:8]. (6) Given the reactants [F:1][C:2]1[C:3]([NH:9][C:10]([NH:12][CH2:13][C:14]2[CH:19]=[CH:18][CH:17]=[CH:16][C:15]=2[O:20][CH3:21])=[O:11])=[N:4][C:5](=[O:8])[NH:6][CH:7]=1.[CH2:22]([N:24]=[C:25]=[O:26])[CH3:23], predict the reaction product. The product is: [CH2:22]([NH:24][C:25]([N:6]1[CH:7]=[C:2]([F:1])[C:3]([NH:9][C:10]([NH:12][CH2:13][C:14]2[CH:19]=[CH:18][CH:17]=[CH:16][C:15]=2[O:20][CH3:21])=[O:11])=[N:4][C:5]1=[O:8])=[O:26])[CH3:23]. (7) Given the reactants [CH3:1][CH:2]1[NH:6][C:5](=[O:7])[NH:4][C:3]1=[O:8].[CH3:9][O:10][C:11]1[CH:18]=[CH:17][C:14]([CH2:15]Cl)=[CH:13][CH:12]=1.C(=O)([O-])[O-].[K+].[K+].[I-].[K+], predict the reaction product. The product is: [CH3:9][O:10][C:11]1[CH:18]=[CH:17][C:14]([CH2:15][N:4]2[C:3](=[O:8])[CH:2]([CH3:1])[NH:6][C:5]2=[O:7])=[CH:13][CH:12]=1.